This data is from Reaction yield outcomes from USPTO patents with 853,638 reactions. The task is: Predict the reaction yield, written as a fraction of the theoretical maximum amount of product (1.0 means a 100% yield; for example, 0.34 means a 34% yield). (1) The reactants are [OH:1][CH2:2][CH2:3][NH:4][C:5]1[CH:6]=[C:7]2[C:11](=[CH:12][CH:13]=1)[C:10](=[C:14]1[C:22]3[C:17](=[CH:18][CH:19]=[CH:20][CH:21]=3)[NH:16][C:15]1=[O:23])[O:9][CH2:8]2.[C:24](OC(=O)C)(=[O:26])[CH3:25].O. The catalyst is C1COCC1.CN(C)C1C=CN=CC=1. The product is [O:23]=[C:15]1[C:14](=[C:10]2[C:11]3[C:7](=[CH:6][C:5]([NH:4][CH2:3][CH2:2][O:1][C:24](=[O:26])[CH3:25])=[CH:13][CH:12]=3)[CH2:8][O:9]2)[C:22]2[C:17](=[CH:18][CH:19]=[CH:20][CH:21]=2)[NH:16]1. The yield is 0.680. (2) The reactants are [NH2:1][C:2]1[C:11]2[C:6](=[C:7](Br)[CH:8]=[CH:9][CH:10]=2)[N:5]=[N:4][C:3]=1[C:13]([NH:15][CH:16]1[CH2:18][CH2:17]1)=[O:14].[F:19][C:20]1[CH:21]=[CH:22][C:23]([O:29][CH3:30])=[C:24](B(O)O)[CH:25]=1. No catalyst specified. The product is [NH2:1][C:2]1[C:11]2[C:6](=[C:7]([C:22]3[CH:21]=[C:20]([F:19])[CH:25]=[CH:24][C:23]=3[O:29][CH3:30])[CH:8]=[CH:9][CH:10]=2)[N:5]=[N:4][C:3]=1[C:13]([NH:15][CH:16]1[CH2:18][CH2:17]1)=[O:14]. The yield is 0.760. (3) The reactants are C([O:4][C:5]1[CH:6]=[C:7]([C:20]([O:22][CH2:23][CH3:24])=[O:21])[CH:8]=[C:9]2[C:13]=1[N:12]([CH:14]1[CH2:19][CH2:18][CH2:17][CH2:16][O:15]1)[N:11]=[CH:10]2)(=O)C.C([O-])([O-])=O.[K+].[K+]. The catalyst is CCO. The product is [OH:4][C:5]1[CH:6]=[C:7]([C:20]([O:22][CH2:23][CH3:24])=[O:21])[CH:8]=[C:9]2[C:13]=1[N:12]([CH:14]1[CH2:19][CH2:18][CH2:17][CH2:16][O:15]1)[N:11]=[CH:10]2. The yield is 0.850.